Task: Predict the product of the given reaction.. Dataset: Forward reaction prediction with 1.9M reactions from USPTO patents (1976-2016) Given the reactants [Br:1][C:2]1[CH:7]=[CH:6][C:5]([C:8](=O)[C:9]([C:12]2C=C[N:15]=[C:14](F)[CH:13]=2)=[N:10][OH:11])=[CH:4][CH:3]=1.[Cl:20][C:21]1[CH:28]=[CH:27][CH:26]=[CH:25][C:22]=1[CH:23]=O.[C:29]([O-:32])(=O)[CH3:30].[NH4+:33], predict the reaction product. The product is: [Br:1][C:2]1[CH:7]=[CH:6][C:5]([C:8]2[N:33]=[C:23]([C:22]3[CH:25]=[CH:26][CH:27]=[CH:28][C:21]=3[Cl:20])[N:10]([OH:11])[C:9]=2[C:12]2[CH:13]=[CH:14][NH:15][C:29](=[O:32])[CH:30]=2)=[CH:4][CH:3]=1.